From a dataset of NCI-60 drug combinations with 297,098 pairs across 59 cell lines. Regression. Given two drug SMILES strings and cell line genomic features, predict the synergy score measuring deviation from expected non-interaction effect. (1) Cell line: NCI-H522. Synergy scores: CSS=15.0, Synergy_ZIP=-7.63, Synergy_Bliss=-0.896, Synergy_Loewe=-10.2, Synergy_HSA=-1.39. Drug 2: C1CCC(C(C1)N)N.C(=O)(C(=O)[O-])[O-].[Pt+4]. Drug 1: CC12CCC3C(C1CCC2O)C(CC4=C3C=CC(=C4)O)CCCCCCCCCS(=O)CCCC(C(F)(F)F)(F)F. (2) Drug 1: C1=NC2=C(N=C(N=C2N1C3C(C(C(O3)CO)O)O)F)N. Drug 2: CN1C2=C(C=C(C=C2)N(CCCl)CCCl)N=C1CCCC(=O)O.Cl. Cell line: CAKI-1. Synergy scores: CSS=17.1, Synergy_ZIP=1.08, Synergy_Bliss=7.21, Synergy_Loewe=-5.65, Synergy_HSA=1.20. (3) Drug 1: CNC(=O)C1=CC=CC=C1SC2=CC3=C(C=C2)C(=NN3)C=CC4=CC=CC=N4. Drug 2: C#CCC(CC1=CN=C2C(=N1)C(=NC(=N2)N)N)C3=CC=C(C=C3)C(=O)NC(CCC(=O)O)C(=O)O. Cell line: SF-268. Synergy scores: CSS=-2.28, Synergy_ZIP=-0.479, Synergy_Bliss=-4.41, Synergy_Loewe=-6.71, Synergy_HSA=-6.51.